Dataset: hERG Central: cardiac toxicity at 1µM, 10µM, and general inhibition. Task: Predict hERG channel inhibition at various concentrations. (1) The compound is CCN(CC(=O)Nc1ccc(OC(F)F)cc1)C1CCCCC1. Results: hERG_inhib (hERG inhibition (general)): blocker. (2) The drug is OCCC1CN(Cc2cnc(-c3ccc(Cl)cc3)nc2)CCN1C1CCCCC1. Results: hERG_inhib (hERG inhibition (general)): blocker.